Task: Predict the reaction yield, written as a fraction of the theoretical maximum amount of product (1.0 means a 100% yield; for example, 0.34 means a 34% yield).. Dataset: Reaction yield outcomes from USPTO patents with 853,638 reactions (1) The reactants are [O:1]=[C:2]1[CH2:7][CH2:6][CH2:5][CH:4]([C:8]([OH:10])=[O:9])[CH2:3]1.[CH3:11][Si:12]([CH3:17])([CH3:16])[CH2:13][CH2:14]O.Cl.CN(C)CCCN=C=NCC. The catalyst is CN(C)C1C=CN=CC=1.C(Cl)Cl.Cl. The product is [CH3:11][Si:12]([CH3:17])([CH3:16])[CH2:13][CH2:14][O:9][C:8]([CH:4]1[CH2:5][CH2:6][CH2:7][C:2](=[O:1])[CH2:3]1)=[O:10]. The yield is 1.00. (2) The reactants are [CH3:1][C:2]1([CH3:26])[C:6]([C:7]2[CH:8]=[C:9]([CH:14]=[C:15]([F:25])[C:16]=2OS(C(F)(F)F)(=O)=O)[C:10]([O:12][CH3:13])=[O:11])=[CH:5][CH2:4][CH2:3]1.COC1C=CC=C(OC)C=1C1C=CC=CC=1P(C1CCCCC1)C1CCCCC1.[F:56][C:57]1[CH:62]=[CH:61][C:60]([O:63][CH3:64])=[CH:59][C:58]=1B(O)O.[O-]P([O-])([O-])=O.[K+].[K+].[K+]. The catalyst is CN(C=O)C.O.C([O-])(=O)C.[Pd+2].C([O-])(=O)C. The product is [CH3:26][C:2]1([CH3:1])[C:6]([C:7]2[CH:8]=[C:9]([C:10]([O:12][CH3:13])=[O:11])[CH:14]=[C:15]([F:25])[C:16]=2[C:58]2[CH:59]=[C:60]([O:63][CH3:64])[CH:61]=[CH:62][C:57]=2[F:56])=[CH:5][CH2:4][CH2:3]1. The yield is 0.950. (3) The reactants are [CH2:1]([O:8][C:9]1[C:14]([N:15]([CH3:20])[S:16]([CH3:19])(=[O:18])=[O:17])=[CH:13][N:12]2[N:21]=[C:22]([C:27]3[CH:32]=[CH:31][C:30]([F:33])=[CH:29][CH:28]=3)[C:23]([C:24](O)=[O:25])=[C:11]2[CH:10]=1)[C:2]1[CH:7]=[CH:6][CH:5]=[CH:4][CH:3]=1.C1C=CC2N(O)N=[N:40][C:38]=2C=1.CCN=C=NCCCN(C)C.CN.Cl.CCN(CC)CC. The catalyst is CN(C=O)C. The product is [CH2:1]([O:8][C:9]1[C:14]([N:15]([CH3:20])[S:16]([CH3:19])(=[O:18])=[O:17])=[CH:13][N:12]2[N:21]=[C:22]([C:27]3[CH:32]=[CH:31][C:30]([F:33])=[CH:29][CH:28]=3)[C:23]([C:24]([NH:40][CH3:38])=[O:25])=[C:11]2[CH:10]=1)[C:2]1[CH:3]=[CH:4][CH:5]=[CH:6][CH:7]=1. The yield is 0.970. (4) The reactants are [Cl:1][C:2]1[N:10]=[C:9]2[C:5]([N:6]=[C:7]([CH:17]([OH:22])[C:18]([F:21])([F:20])[F:19])[N:8]2C2CCCCO2)=[C:4]([N:23]2[CH2:28][CH2:27][O:26][CH2:25][CH2:24]2)[N:3]=1.C1(C)C=CC(S(O)(=O)=O)=CC=1. The catalyst is CO. The product is [Cl:1][C:2]1[N:10]=[C:9]2[C:5]([N:6]=[C:7]([CH:17]([OH:22])[C:18]([F:19])([F:21])[F:20])[NH:8]2)=[C:4]([N:23]2[CH2:24][CH2:25][O:26][CH2:27][CH2:28]2)[N:3]=1. The yield is 1.00.